Task: Predict the product of the given reaction.. Dataset: Forward reaction prediction with 1.9M reactions from USPTO patents (1976-2016) (1) Given the reactants [CH3:1][C:2]1[N:3]=[CH:4][NH:5][C:6]=1[CH:7]=[O:8].I[CH:10]([CH3:12])[CH3:11].O, predict the reaction product. The product is: [CH3:1][C:2]1[N:3]=[CH:4][N:5]([CH:10]([CH3:12])[CH3:11])[C:6]=1[CH:7]=[O:8]. (2) Given the reactants [C:1]1([C:7]2[C:8]([C:22]3[CH:27]=[CH:26][C:25]([CH2:28][N:29]4[CH2:34][CH2:33][CH:32]([C:35]5[N:39]=[C:38]([C:40]6[CH:45]=[CH:44][CH:43]=[CH:42][N:41]=6)[NH:37][N:36]=5)[CH2:31][CH2:30]4)=[CH:24][CH:23]=3)=[N:9][C:10]3[N:11]([N:13]=[CH:14][C:15]=3[C:16]#[C:17][Si](C)(C)C)[CH:12]=2)[CH:6]=[CH:5][CH:4]=[CH:3][CH:2]=1.C([O-])([O-])=O.[K+].[K+].ClCCl, predict the reaction product. The product is: [C:16]([C:15]1[CH:14]=[N:13][N:11]2[CH:12]=[C:7]([C:1]3[CH:6]=[CH:5][CH:4]=[CH:3][CH:2]=3)[C:8]([C:22]3[CH:23]=[CH:24][C:25]([CH2:28][N:29]4[CH2:30][CH2:31][CH:32]([C:35]5[N:39]=[C:38]([C:40]6[CH:45]=[CH:44][CH:43]=[CH:42][N:41]=6)[NH:37][N:36]=5)[CH2:33][CH2:34]4)=[CH:26][CH:27]=3)=[N:9][C:10]=12)#[CH:17]. (3) Given the reactants CC(C)([O-])C.[K+].[NH2:7][C:8]1[CH:9]=[C:10]([OH:14])[CH:11]=[CH:12][CH:13]=1.[CH3:15][NH:16][C:17]([C:19]1[CH:24]=[C:23](Cl)[CH:22]=[CH:21][N:20]=1)=[O:18].O, predict the reaction product. The product is: [CH3:15][NH:16][C:17]([C:19]1[CH:24]=[C:23]([O:14][C:10]2[CH:11]=[CH:12][CH:13]=[C:8]([NH2:7])[CH:9]=2)[CH:22]=[CH:21][N:20]=1)=[O:18]. (4) Given the reactants [OH:1][C:2]1([C:9]2[S:13][N:12]=[CH:11][CH:10]=2)[CH2:7][CH2:6][C:5](=O)[CH2:4][CH2:3]1.[NH:14]1[CH2:17][CH:16]([NH:18][C:19]([CH2:21][NH:22][C:23](=[O:34])[C:24]2[CH:29]=[CH:28][CH:27]=[C:26]([C:30]([F:33])([F:32])[F:31])[CH:25]=2)=[O:20])[CH2:15]1, predict the reaction product. The product is: [OH:1][C:2]1([C:9]2[S:13][N:12]=[CH:11][CH:10]=2)[CH2:7][CH2:6][CH:5]([N:14]2[CH2:17][CH:16]([NH:18][C:19]([CH2:21][NH:22][C:23](=[O:34])[C:24]3[CH:29]=[CH:28][CH:27]=[C:26]([C:30]([F:33])([F:31])[F:32])[CH:25]=3)=[O:20])[CH2:15]2)[CH2:4][CH2:3]1.